This data is from Peptide-MHC class II binding affinity with 134,281 pairs from IEDB. The task is: Regression. Given a peptide amino acid sequence and an MHC pseudo amino acid sequence, predict their binding affinity value. This is MHC class II binding data. (1) The binding affinity (normalized) is 0.306. The peptide sequence is DLTILGLAAEWVLAY. The MHC is DRB5_0101 with pseudo-sequence DRB5_0101. (2) The peptide sequence is LRTLVLAPTRVVLSE. The MHC is DRB3_0301 with pseudo-sequence DRB3_0301. The binding affinity (normalized) is 0.936. (3) The peptide sequence is ATVATAPEVKYTVFE. The MHC is DRB4_0101 with pseudo-sequence DRB4_0103. The binding affinity (normalized) is 0.381. (4) The peptide sequence is PFPQPQQPFCQQPQR. The MHC is HLA-DQA10101-DQB10501 with pseudo-sequence HLA-DQA10101-DQB10501. The binding affinity (normalized) is 0.158. (5) The peptide sequence is NPVKAFQFLVDLILF. The MHC is HLA-DPA10301-DPB10402 with pseudo-sequence HLA-DPA10301-DPB10402. The binding affinity (normalized) is 0.395. (6) The peptide sequence is VPRDLEVVAATPTSL. The MHC is DRB1_0401 with pseudo-sequence DRB1_0401. The binding affinity (normalized) is 0.687.